This data is from NCI-60 drug combinations with 297,098 pairs across 59 cell lines. The task is: Regression. Given two drug SMILES strings and cell line genomic features, predict the synergy score measuring deviation from expected non-interaction effect. (1) Drug 1: C1C(C(OC1N2C=NC3=C(N=C(N=C32)Cl)N)CO)O. Drug 2: CC1C(C(CC(O1)OC2CC(CC3=C2C(=C4C(=C3O)C(=O)C5=CC=CC=C5C4=O)O)(C(=O)C)O)N)O. Cell line: HS 578T. Synergy scores: CSS=49.5, Synergy_ZIP=-0.172, Synergy_Bliss=0.947, Synergy_Loewe=-5.76, Synergy_HSA=3.48. (2) Drug 1: CC(C)(C#N)C1=CC(=CC(=C1)CN2C=NC=N2)C(C)(C)C#N. Drug 2: CC(C)NC(=O)C1=CC=C(C=C1)CNNC.Cl. Cell line: U251. Synergy scores: CSS=-0.440, Synergy_ZIP=3.41, Synergy_Bliss=3.91, Synergy_Loewe=0.0220, Synergy_HSA=-2.09.